This data is from Catalyst prediction with 721,799 reactions and 888 catalyst types from USPTO. The task is: Predict which catalyst facilitates the given reaction. (1) Reactant: [F:1][C:2]1[CH:24]=[CH:23][C:5]2[CH:6]([CH2:17][C:18]([O:20][CH2:21][CH3:22])=[O:19])[CH2:7][C:8]3[CH:14]=[CH:13][C:12]([O:15]C)=[CH:11][C:9]=3[CH2:10][C:4]=2[CH:3]=1.COC1C=CC2CC(CC(OCC)=O)C3C=CC=CC=3CC=2C=1. Product: [F:1][C:2]1[CH:24]=[CH:23][C:5]2[CH:6]([CH2:17][C:18]([O:20][CH2:21][CH3:22])=[O:19])[CH2:7][C:8]3[CH:14]=[CH:13][C:12]([OH:15])=[CH:11][C:9]=3[CH2:10][C:4]=2[CH:3]=1. The catalyst class is: 100. (2) Reactant: [H-].[Na+].[CH2:3]([N:10]1[CH2:15][CH2:14][CH:13]([N:16]2[CH2:20][C:19]3=[CH:21][N:22]=[C:23]([CH2:24][OH:25])[N:18]3[C:17]2=[O:26])[CH2:12][CH2:11]1)[C:4]1[CH:9]=[CH:8][CH:7]=[CH:6][CH:5]=1.[CH3:27][N:28]([CH3:32])[C:29](Cl)=[O:30].[Cl-].[NH4+]. Product: [CH3:27][N:28]([CH3:32])[C:29](=[O:30])[O:25][CH2:24][C:23]1[N:18]2[C:17](=[O:26])[N:16]([CH:13]3[CH2:14][CH2:15][N:10]([CH2:3][C:4]4[CH:5]=[CH:6][CH:7]=[CH:8][CH:9]=4)[CH2:11][CH2:12]3)[CH2:20][C:19]2=[CH:21][N:22]=1. The catalyst class is: 56.